Dataset: Peptide-MHC class I binding affinity with 185,985 pairs from IEDB/IMGT. Task: Regression. Given a peptide amino acid sequence and an MHC pseudo amino acid sequence, predict their binding affinity value. This is MHC class I binding data. (1) The binding affinity (normalized) is 0.410. The MHC is HLA-A02:01 with pseudo-sequence HLA-A02:01. The peptide sequence is FVHFVEALA. (2) The peptide sequence is ILNHKFCNL. The MHC is HLA-B08:01 with pseudo-sequence HLA-B08:01. The binding affinity (normalized) is 0.542. (3) The peptide sequence is WYKMWRVSK. The MHC is HLA-A02:03 with pseudo-sequence HLA-A02:03. The binding affinity (normalized) is 0.0847.